Dataset: Catalyst prediction with 721,799 reactions and 888 catalyst types from USPTO. Task: Predict which catalyst facilitates the given reaction. Reactant: [CH3:1][C@H:2]1[C@@H:6]([C:7]2[N:11]3[C:12]4[CH:18]=[CH:17][N:16]([S:19]([C:22]5[CH:28]=[CH:27][C:25]([CH3:26])=[CH:24][CH:23]=5)(=[O:21])=[O:20])[C:13]=4[N:14]=[CH:15][C:10]3=[CH:9][N:8]=2)[CH2:5][C@@H:4]([NH:29][S:30](N2CCOC2=O)(=[O:32])=[O:31])[CH2:3]1.Cl.CN.C(N[C@@H]1C[C@H](C(O)=O)[C@H](C)C1)(=O)C.[F:55][C:56]([F:63])([F:62])[C@H:57]1[CH2:61][CH2:60][CH2:59][NH:58]1. Product: [CH3:1][C@H:2]1[C@@H:6]([C:7]2[N:11]3[C:12]4[CH:18]=[CH:17][N:16]([S:19]([C:22]5[CH:28]=[CH:27][C:25]([CH3:26])=[CH:24][CH:23]=5)(=[O:20])=[O:21])[C:13]=4[N:14]=[CH:15][C:10]3=[CH:9][N:8]=2)[CH2:5][C@@H:4]([NH:29][S:30]([N:58]2[CH2:59][CH2:60][CH2:61][C@@H:57]2[C:56]([F:63])([F:62])[F:55])(=[O:32])=[O:31])[CH2:3]1. The catalyst class is: 23.